Task: Regression. Given a peptide amino acid sequence and an MHC pseudo amino acid sequence, predict their binding affinity value. This is MHC class I binding data.. Dataset: Peptide-MHC class I binding affinity with 185,985 pairs from IEDB/IMGT The peptide sequence is LRKRLRLIHL. The MHC is Mamu-A07 with pseudo-sequence Mamu-A07. The binding affinity (normalized) is 0.